From a dataset of Forward reaction prediction with 1.9M reactions from USPTO patents (1976-2016). Predict the product of the given reaction. (1) The product is: [N+:20]([C:15]1[CH:16]=[CH:17][CH:18]=[CH:19][C:14]=1[C:6]1[C:5]([C:3]([OH:2])=[O:4])=[CH:10][C:9]([C:11]2[S:13][CH:25]=[C:26]([C:28]3[CH:33]=[CH:32][N:31]=[CH:30][CH:29]=3)[N:12]=2)=[CH:8][CH:7]=1)([O-:22])=[O:21]. Given the reactants C[O:2][C:3]([C:5]1[C:6]([C:14]2[CH:19]=[CH:18][CH:17]=[CH:16][C:15]=2[N+:20]([O-:22])=[O:21])=[CH:7][CH:8]=[C:9]([C:11](=[S:13])[NH2:12])[CH:10]=1)=[O:4].Br.Br[CH2:25][C:26]([C:28]1[CH:33]=[CH:32][N:31]=[CH:30][CH:29]=1)=O, predict the reaction product. (2) Given the reactants FC(F)(F)C(O)=O.[Cl:8][C:9]1[CH:10]=[C:11]([CH:42]=[CH:43][C:44]=1[NH:45][C:46]([NH:48][CH:49]1[CH2:51][CH2:50]1)=[O:47])[O:12][C:13]1[C:22]2[C:17](=[CH:18][C:19]([O:40][CH3:41])=[C:20]([C:23]([NH:25][CH2:26][CH:27]3[CH2:32][CH2:31][N:30]([C:33](OC(C)(C)C)=O)[CH2:29][CH2:28]3)=[O:24])[CH:21]=2)[N:16]=[CH:15][CH:14]=1.C(=O)(O)[O-].[Na+].C=O.C([BH3-])#N.[Na+], predict the reaction product. The product is: [CH3:33][N:30]1[CH2:29][CH2:28][CH:27]([CH2:26][NH:25][C:23]([C:20]2[CH:21]=[C:22]3[C:17](=[CH:18][C:19]=2[O:40][CH3:41])[N:16]=[CH:15][CH:14]=[C:13]3[O:12][C:11]2[CH:42]=[CH:43][C:44]([NH:45][C:46]([NH:48][CH:49]3[CH2:51][CH2:50]3)=[O:47])=[C:9]([Cl:8])[CH:10]=2)=[O:24])[CH2:32][CH2:31]1.